Dataset: Forward reaction prediction with 1.9M reactions from USPTO patents (1976-2016). Task: Predict the product of the given reaction. Given the reactants [C:1]1([N:7]2[C:11](=[O:12])[CH:10]([C:13](=O)[CH2:14][C:15](=O)[CH3:16])[C:9]([CH3:19])=[N:8]2)[CH:6]=[CH:5][CH:4]=[CH:3][CH:2]=1.S(O)(O)(=O)=O.[CH2:25]([NH:33][NH2:34])[CH2:26][C:27]1[CH:32]=[CH:31][CH:30]=[CH:29][CH:28]=1, predict the reaction product. The product is: [CH3:16][C:15]1[CH:14]=[C:13]([C:10]2[C:9]([CH3:19])=[N:8][N:7]([C:1]3[CH:6]=[CH:5][CH:4]=[CH:3][CH:2]=3)[C:11]=2[OH:12])[N:33]([CH2:25][CH2:26][C:27]2[CH:32]=[CH:31][CH:30]=[CH:29][CH:28]=2)[N:34]=1.